Dataset: Reaction yield outcomes from USPTO patents with 853,638 reactions. Task: Predict the reaction yield, written as a fraction of the theoretical maximum amount of product (1.0 means a 100% yield; for example, 0.34 means a 34% yield). (1) The reactants are C([O:4][CH2:5][C:6]([N:8]1[CH2:13][CH2:12][CH:11]([C:14]2[S:15][C:16]([C:28]3[CH:29]=[CH:30][C:31]4[N:32]([C:34]([CH:37]([CH3:39])[CH3:38])=[N:35][N:36]=4)[N:33]=3)=[C:17]([C:19]3[CH:24]=[C:23]([F:25])[C:22]([F:26])=[CH:21][C:20]=3[F:27])[N:18]=2)[CH2:10][CH2:9]1)=[O:7])(=O)C.[OH-].[Na+]. The catalyst is C1COCC1.O. The product is [OH:4][CH2:5][C:6]([N:8]1[CH2:9][CH2:10][CH:11]([C:14]2[S:15][C:16]([C:28]3[CH:29]=[CH:30][C:31]4[N:32]([C:34]([CH:37]([CH3:39])[CH3:38])=[N:35][N:36]=4)[N:33]=3)=[C:17]([C:19]3[CH:24]=[C:23]([F:25])[C:22]([F:26])=[CH:21][C:20]=3[F:27])[N:18]=2)[CH2:12][CH2:13]1)=[O:7]. The yield is 0.710. (2) The reactants are [CH2:1]([N:3]1[C:11]2[C:6](=[CH:7][C:8]([N+:12]([O-])=O)=[CH:9][CH:10]=2)[C:5](=[O:15])[NH:4]1)[CH3:2].[CH3:16][O:17][CH2:18][C:19]1[O:23][C:22]([C:24]2[CH:29]=[CH:28][CH:27]=[CH:26][CH:25]=2)=[N:21][C:20]=1[C:30](O)=[O:31].C(N1C2C(=CC(NC(C3C(C)=NN(C4C=CC=CC=4)N=3)=O)=CC=2)C(=O)N1)C.C1COCC1. The catalyst is C(Cl)Cl.CO. The product is [CH2:1]([N:3]1[C:11]2[C:6](=[CH:7][C:8]([NH:12][C:30]([C:20]3[N:21]=[C:22]([C:24]4[CH:29]=[CH:28][CH:27]=[CH:26][CH:25]=4)[O:23][C:19]=3[CH2:18][O:17][CH3:16])=[O:31])=[CH:9][CH:10]=2)[C:5](=[O:15])[NH:4]1)[CH3:2]. The yield is 0.170. (3) The reactants are [C:1]([O:5][C:6]([N:8]([CH3:19])[C@H:9]([CH2:17][OH:18])[CH2:10][CH2:11][CH2:12][C:13]([O:15][CH3:16])=[O:14])=[O:7])([CH3:4])([CH3:3])[CH3:2].[CH:20]1[N:24]=[CH:23][N:22]([C:25](N2C=NC=C2)=[O:26])[CH:21]=1. The catalyst is C(Cl)Cl. The product is [N:22]1([C:25]([O:18][CH2:17][C@@H:9]([N:8]([C:6]([O:5][C:1]([CH3:2])([CH3:3])[CH3:4])=[O:7])[CH3:19])[CH2:10][CH2:11][CH2:12][C:13]([O:15][CH3:16])=[O:14])=[O:26])[CH:21]=[CH:20][N:24]=[CH:23]1. The yield is 0.850. (4) The reactants are [NH2:1][C@@:2]([C@@H:6]1[CH2:15][CH2:14][C:13]2[C:8](=[CH:9][CH:10]=[C:11]([CH2:16][CH2:17][CH2:18][CH2:19][CH2:20][CH2:21][CH2:22][CH3:23])[CH:12]=2)[CH2:7]1)([CH3:5])[CH2:3][OH:4].C(Cl)(Cl)Cl.C(=O)(O)[O-].[Na+].[C:33]([O:37][C:38](O[C:38]([O:37][C:33]([CH3:36])([CH3:35])[CH3:34])=[O:39])=[O:39])([CH3:36])([CH3:35])[CH3:34]. No catalyst specified. The product is [OH:4][CH2:3][C@:2]([NH:1][C:38](=[O:39])[O:37][C:33]([CH3:36])([CH3:35])[CH3:34])([C@@H:6]1[CH2:15][CH2:14][C:13]2[C:8](=[CH:9][CH:10]=[C:11]([CH2:16][CH2:17][CH2:18][CH2:19][CH2:20][CH2:21][CH2:22][CH3:23])[CH:12]=2)[CH2:7]1)[CH3:5]. The yield is 0.855.